Dataset: Full USPTO retrosynthesis dataset with 1.9M reactions from patents (1976-2016). Task: Predict the reactants needed to synthesize the given product. (1) Given the product [CH:23]1([CH2:26][N:27]([CH3:28])[C:18]([CH:16]2[CH2:17][C:14]([C:4]3[CH:5]=[CH:6][C:7]([CH2:8][N:9]4[CH2:10][CH2:11][CH2:12][CH2:13]4)=[C:2]([Cl:1])[CH:3]=3)([OH:21])[CH2:15]2)=[O:19])[CH2:25][CH2:24]1, predict the reactants needed to synthesize it. The reactants are: [Cl:1][C:2]1[CH:3]=[C:4]([C:14]2([OH:21])[CH2:17][CH:16]([C:18](O)=[O:19])[CH2:15]2)[CH:5]=[CH:6][C:7]=1[CH2:8][N:9]1[CH2:13][CH2:12][CH2:11][CH2:10]1.Cl.[CH:23]1([CH2:26][NH:27][CH3:28])[CH2:25][CH2:24]1.C(P1(=O)OP(CCC)(=O)OP(CCC)(=O)O1)CC.[OH-].[Na+]. (2) Given the product [NH2:1][C:4]1[CH:5]=[C:6]([CH:10]=[CH:11][C:12]#[N:13])[CH:7]=[CH:8][CH:9]=1, predict the reactants needed to synthesize it. The reactants are: [N+:1]([C:4]1[CH:5]=[C:6]([CH:10]=[CH:11][C:12]#[N:13])[CH:7]=[CH:8][CH:9]=1)([O-])=O. (3) Given the product [C:11]([N:15]1[C:19](=[O:20])[CH2:18][CH:17]([C:21]2[CH:26]=[CH:25][C:24]([CH2:27][C:28]3([CH:34]=[O:35])[CH2:32][CH2:31][C:30](=[O:33])[NH:29]3)=[CH:23][CH:22]=2)[S:16]1(=[O:36])=[O:37])([CH3:14])([CH3:12])[CH3:13], predict the reactants needed to synthesize it. The reactants are: C(Cl)(=O)C(Cl)=O.CS(C)=O.[C:11]([N:15]1[C:19](=[O:20])[CH2:18][CH:17]([C:21]2[CH:26]=[CH:25][C:24]([CH2:27][C:28]3([CH2:34][OH:35])[CH2:32][CH2:31][C:30](=[O:33])[NH:29]3)=[CH:23][CH:22]=2)[S:16]1(=[O:37])=[O:36])([CH3:14])([CH3:13])[CH3:12].C(N(CC)C(C)C)(C)C. (4) Given the product [CH2:13]([C:4]1[CH:3]=[C:2]([B:26]([OH:27])[OH:25])[C:10]2[O:9][CH2:8][C:7]([CH3:12])([CH3:11])[C:6]=2[CH:5]=1)[CH:14]([CH3:16])[CH3:15], predict the reactants needed to synthesize it. The reactants are: Br[C:2]1[C:10]2[O:9][CH2:8][C:7]([CH3:12])([CH3:11])[C:6]=2[CH:5]=[C:4]([CH2:13][CH:14]([CH3:16])[CH3:15])[CH:3]=1.[Li]CCCC.C([O:25][B:26](OC(C)C)[O:27]C(C)C)(C)C.Cl. (5) Given the product [F:27][CH:28]([F:38])[O:29][C:23]1[CH:22]=[CH:21][CH:20]=[CH:19][C:18]=1[CH2:17][S:14]([CH2:13][CH:9]([CH2:8][C:7]([N:1]1[CH2:6][CH2:5][O:4][CH2:3][CH2:2]1)=[O:24])[C:10]([OH:12])=[O:11])(=[O:15])=[O:16], predict the reactants needed to synthesize it. The reactants are: [N:1]1([C:7](=[O:24])[CH2:8][CH:9]([CH2:13][S:14]([CH2:17][C:18]2[CH:23]=[CH:22][CH:21]=[CH:20][CH:19]=2)(=[O:16])=[O:15])[C:10]([OH:12])=[O:11])[CH2:6][CH2:5][O:4][CH2:3][CH2:2]1.[OH-].[Na+].[F:27][CH:28]([F:38])[O:29]C1C=CC=CC=1CBr.OOS([O-])=O.[K+]. (6) Given the product [CH3:38][C:37]1[CH:36]=[CH:35][C:30]([C:31]([OH:33])=[O:32])=[CH:29][C:28]=1[NH:27][C:22]([C:21]1[CH:20]=[CH:19][C:18]([NH:17][C:9]2[N:8]=[C:7]([C:1]3[CH:6]=[CH:5][CH:4]=[CH:3][CH:2]=3)[C:16]3[C:11](=[CH:12][CH:13]=[CH:14][CH:15]=3)[N:10]=2)=[CH:26][CH:25]=1)=[O:23], predict the reactants needed to synthesize it. The reactants are: [C:1]1([C:7]2[C:16]3[C:11](=[CH:12][CH:13]=[CH:14][CH:15]=3)[N:10]=[C:9]([NH:17][C:18]3[CH:26]=[CH:25][C:21]([C:22](O)=[O:23])=[CH:20][CH:19]=3)[N:8]=2)[CH:6]=[CH:5][CH:4]=[CH:3][CH:2]=1.[NH2:27][C:28]1[CH:29]=[C:30]([CH:35]=[CH:36][C:37]=1[CH3:38])[C:31]([O:33]C)=[O:32].CCN(C(C)C)C(C)C.CN(C(ON1N=NC2C=CC=NC1=2)=[N+](C)C)C.F[P-](F)(F)(F)(F)F.[OH-].[Na+].